Predict the reactants needed to synthesize the given product. From a dataset of Full USPTO retrosynthesis dataset with 1.9M reactions from patents (1976-2016). (1) Given the product [CH3:18][O:17][CH2:16][CH2:15][NH:14][C:12]([C:9]1[CH:8]=[CH:7][C:6]2[C:11](=[C:2]([C:25]3[CH:24]=[CH:23][CH:22]=[C:21]([O:20][CH3:19])[CH:26]=3)[CH:3]=[N:4][CH:5]=2)[N:10]=1)=[O:13], predict the reactants needed to synthesize it. The reactants are: Br[C:2]1[CH:3]=[N:4][CH:5]=[C:6]2[C:11]=1[N:10]=[C:9]([C:12]([NH:14][CH2:15][CH2:16][O:17][CH3:18])=[O:13])[CH:8]=[CH:7]2.[CH3:19][O:20][C:21]1[CH:22]=[C:23](B(O)O)[CH:24]=[CH:25][CH:26]=1.C(=O)([O-])[O-].[Cs+].[Cs+]. (2) Given the product [Cl:1][C:2]1[CH:3]=[C:4]([CH3:11])[C:5]([C:8]([Cl:15])=[O:9])=[N:6][CH:7]=1, predict the reactants needed to synthesize it. The reactants are: [Cl:1][C:2]1[CH:3]=[C:4]([CH3:11])[C:5]([C:8](O)=[O:9])=[N:6][CH:7]=1.C(Cl)(=O)C([Cl:15])=O.CN(C)C=O. (3) Given the product [CH3:2][CH2:11][CH2:6][CH2:7][CH2:8][CH2:9][CH3:10].[Cl:37][CH2:38][Cl:39], predict the reactants needed to synthesize it. The reactants are: Br[C:2]1[C:11]2[C:6](=[CH:7][CH:8]=[CH:9][CH:10]=2)C(=O)N(C2C=CC(SC3C=CC=CC=3)=CC=2)N=1.C1C=C(Cl)C=C(C(OO)=O)C=1.[Cl:37][CH2:38][Cl:39]. (4) The reactants are: N(C(OCC)=O)=NC(OCC)=O.P([N:29]=[N+:30]=[N-:31])(=O)(OC1C=CC=CC=1)OC1C=CC=CC=1.CO[O:34][CH2:35][C@@H:36]1[O:40][C@:39](C(C2C=CC=CC=2)(C2C=CC=CC=2)C2C=CC=CC=2)([N:41]2[CH:49]=[C:47]([CH3:48])[C:45](=[O:46])[NH:44][C:42]2=[O:43])[CH2:38][C@@H:37]1O.C1(P(C2C=CC=CC=2)C2C=CC=CC=2)C=CC=CC=1. Given the product [CH3:48][C:47]1[C:45](=[O:46])[NH:44][C:42](=[O:43])[N:41]([C@H:39]2[O:40][C@@H:36]([CH2:35][OH:34])[C@H:37]([N:29]=[N+:30]=[N-:31])[CH2:38]2)[CH:49]=1, predict the reactants needed to synthesize it. (5) The reactants are: [CH3:1][O:2][C:3](=[O:41])[C:4]1[CH:9]=[CH:8][C:7]([CH2:10][N:11]2[CH:15]=[C:14]([C:16]3[CH:21]=[CH:20][C:19]([Cl:22])=[CH:18][C:17]=3[Cl:23])[N:13]=[C:12]2/[CH:24]=[CH:25]/[C:26]2[CH:31]=[CH:30][C:29]([C:32]3[CH:37]=[CH:36][C:35]([NH2:38])=[C:34]([O:39][CH3:40])[CH:33]=3)=[CH:28][CH:27]=2)=[CH:6][CH:5]=1.[CH:42]([N:45]=[C:46]=[O:47])([CH3:44])[CH3:43]. Given the product [CH3:1][O:2][C:3](=[O:41])[C:4]1[CH:9]=[CH:8][C:7]([CH2:10][N:11]2[CH:15]=[C:14]([C:16]3[CH:21]=[CH:20][C:19]([Cl:22])=[CH:18][C:17]=3[Cl:23])[N:13]=[C:12]2/[CH:24]=[CH:25]/[C:26]2[CH:31]=[CH:30][C:29]([C:32]3[CH:37]=[CH:36][C:35]([NH:38][C:46]([NH:45][CH:42]([CH3:44])[CH3:43])=[O:47])=[C:34]([O:39][CH3:40])[CH:33]=3)=[CH:28][CH:27]=2)=[CH:6][CH:5]=1, predict the reactants needed to synthesize it. (6) Given the product [CH3:11][O:10][C:8]1[CH:7]=[CH:6][C:5]2[O:1][CH2:2][O:3][C:4]=2[CH:9]=1, predict the reactants needed to synthesize it. The reactants are: [O:1]1[C:5]2[CH:6]=[CH:7][C:8]([OH:10])=[CH:9][C:4]=2[O:3][CH2:2]1.[C:11]([O-])([O-])=O.[K+].[K+].IC.